From a dataset of Reaction yield outcomes from USPTO patents with 853,638 reactions. Predict the reaction yield, written as a fraction of the theoretical maximum amount of product (1.0 means a 100% yield; for example, 0.34 means a 34% yield). (1) The reactants are [CH3:1][C:2]1[C:6]([CH2:7][OH:8])=[C:5]([CH3:9])[O:4][N:3]=1. The catalyst is ClCCl.[O-2].[O-2].[Mn+4]. The product is [CH3:1][C:2]1[C:6]([CH:7]=[O:8])=[C:5]([CH3:9])[O:4][N:3]=1. The yield is 0.370. (2) The reactants are [CH2:1]([O:8][C:9]([NH:11][C@H:12]1[CH2:17][CH2:16][C@H:15]([C:18](O)=[O:19])[CH2:14][CH2:13]1)=[O:10])[C:2]1[CH:7]=[CH:6][CH:5]=[CH:4][CH:3]=1.B.O1CCCC1.C(O)(=O)C.O. The catalyst is O1CCCC1. The product is [OH:19][CH2:18][C@H:15]1[CH2:16][CH2:17][C@H:12]([NH:11][C:9](=[O:10])[O:8][CH2:1][C:2]2[CH:3]=[CH:4][CH:5]=[CH:6][CH:7]=2)[CH2:13][CH2:14]1. The yield is 0.720. (3) The reactants are Br[C:2]1[C:3]2[N:4]([N:8]=[C:9]([Cl:11])[N:10]=2)[CH:5]=[CH:6][CH:7]=1.[CH3:12][O:13][C:14]1[CH:19]=[CH:18][C:17]([C:20]([F:23])([F:22])[F:21])=[CH:16][C:15]=1[NH2:24].CC(C)([O-])C.[Na+]. The catalyst is C1(C)C=CC=CC=1.C1C=CC(/C=C/C(/C=C/C2C=CC=CC=2)=O)=CC=1.C1C=CC(/C=C/C(/C=C/C2C=CC=CC=2)=O)=CC=1.C1C=CC(/C=C/C(/C=C/C2C=CC=CC=2)=O)=CC=1.[Pd].[Pd]. The product is [Cl:11][C:9]1[N:10]=[C:3]2[C:2]([NH:24][C:15]3[CH:16]=[C:17]([C:20]([F:22])([F:23])[F:21])[CH:18]=[CH:19][C:14]=3[O:13][CH3:12])=[CH:7][CH:6]=[CH:5][N:4]2[N:8]=1. The yield is 0.680. (4) The reactants are [CH:1]([O:4][C:5]1[CH:6]=[CH:7][C:8]([C:12]([O-:14])=[O:13])=[N:9][C:10]=1[CH3:11])([CH3:3])[CH3:2].[Li+].[OH-].O.CCOC(C)=O. The catalyst is C1COCC1.O. The product is [CH:1]([O:4][C:5]1[CH:6]=[CH:7][C:8]([C:12]([OH:14])=[O:13])=[N:9][C:10]=1[CH3:11])([CH3:3])[CH3:2]. The yield is 0.740.